The task is: Predict the reactants needed to synthesize the given product.. This data is from Full USPTO retrosynthesis dataset with 1.9M reactions from patents (1976-2016). (1) Given the product [CH3:1][O:2][C:3](=[O:24])[C:4]1[C:5](=[CH:10][C:11]([O:14][C:15]2[CH:20]=[CH:19][CH:18]=[CH:17][C:16]=2[NH2:21])=[CH:12][CH:13]=1)[C:6]([O:8][CH3:9])=[O:7], predict the reactants needed to synthesize it. The reactants are: [CH3:1][O:2][C:3](=[O:24])[C:4]1[C:5](=[CH:10][C:11]([O:14][C:15]2[CH:20]=[CH:19][CH:18]=[CH:17][C:16]=2[N+:21]([O-])=O)=[CH:12][CH:13]=1)[C:6]([O:8][CH3:9])=[O:7]. (2) The reactants are: [OH:1][C@H:2]([C:18]1[CH:23]=[CH:22][CH:21]=[CH:20][CH:19]=1)[CH2:3][CH2:4][CH2:5][CH2:6][N:7]1[C:15](=[O:16])[C:14]2[C:9](=[CH:10][CH:11]=[CH:12][CH:13]=2)[C:8]1=[O:17].[F:24][C:25]([F:34])([F:33])[C:26]1[CH:31]=[CH:30][C:29](O)=[CH:28][CH:27]=1.C1(P(C2C=CC=CC=2)C2C=CC=CC=2)C=CC=CC=1.N(C(OCC)=O)=NC(OCC)=O.C1(C)C=CC=CC=1. Given the product [C:18]1([C@H:2]([O:1][C:29]2[CH:30]=[CH:31][C:26]([C:25]([F:34])([F:33])[F:24])=[CH:27][CH:28]=2)[CH2:3][CH2:4][CH2:5][CH2:6][N:7]2[C:8](=[O:17])[C:9]3[C:14](=[CH:13][CH:12]=[CH:11][CH:10]=3)[C:15]2=[O:16])[CH:23]=[CH:22][CH:21]=[CH:20][CH:19]=1, predict the reactants needed to synthesize it. (3) Given the product [C:12]([C:11]1[N:3]=[N:2][N:1]([CH2:4][C:5]([O:7][CH2:8][CH3:9])=[O:6])[CH:14]=1)#[N:13], predict the reactants needed to synthesize it. The reactants are: [N:1]([CH2:4][C:5]([O:7][CH2:8][CH3:9])=[O:6])=[N+:2]=[N-:3].Cl[C:11](=[CH2:14])[C:12]#[N:13].Cl.